From a dataset of Catalyst prediction with 721,799 reactions and 888 catalyst types from USPTO. Predict which catalyst facilitates the given reaction. (1) Reactant: [F:1][C:2]1[CH:7]=[CH:6][C:5](B(O)O)=[CH:4][CH:3]=1.C(=O)([O-])[O-].[Na+].[Na+].[ClH:17].[N:18]12[CH2:25][CH2:24][CH:21]([CH2:22][CH2:23]1)[CH:20]([CH2:26][C:27]([NH:29][C:30]1[CH:35]=[CH:34][CH:33]=[C:32](Br)[CH:31]=1)=[O:28])[CH2:19]2.[OH-].[Na+]. Product: [ClH:17].[N:18]12[CH2:25][CH2:24][CH:21]([CH2:22][CH2:23]1)[CH:20]([CH2:26][C:27]([NH:29][C:30]1[CH:31]=[C:32]([C:5]3[CH:6]=[CH:7][C:2]([F:1])=[CH:3][CH:4]=3)[CH:33]=[CH:34][CH:35]=1)=[O:28])[CH2:19]2. The catalyst class is: 151. (2) Reactant: [CH3:1][N:2]([CH2:10][CH2:11][O:12][C:13]1[C:18]([C:19]([F:22])([F:21])[F:20])=[CH:17][C:16](B2OC(C)(C)C(C)(C)O2)=[CH:15][N:14]=1)[C:3](=[O:9])[O:4][C:5]([CH3:8])([CH3:7])[CH3:6].[NH2:32][C:33]1[C:34]([C:42]#[N:43])=[N:35][C:36](Cl)=[CH:37][C:38]=1[NH:39][CH3:40].C1(P(C2CCCCC2)C2CCCCC2)CCCCC1.P([O-])([O-])([O-])=O.[K+].[K+].[K+]. Product: [NH2:32][C:33]1[C:38]([NH:39][CH3:40])=[CH:37][C:36]([C:16]2[CH:15]=[N:14][C:13]([O:12][CH2:11][CH2:10][N:2]([CH3:1])[C:3](=[O:9])[O:4][C:5]([CH3:6])([CH3:7])[CH3:8])=[C:18]([C:19]([F:20])([F:21])[F:22])[CH:17]=2)=[N:35][C:34]=1[C:42]#[N:43]. The catalyst class is: 333.